From a dataset of Catalyst prediction with 721,799 reactions and 888 catalyst types from USPTO. Predict which catalyst facilitates the given reaction. (1) Reactant: F[C:2]1[CH:9]=[C:8]([F:10])[CH:7]=[CH:6][C:3]=1[CH:4]=[O:5].[CH3:11][S-:12].[Na+]. Product: [F:10][C:8]1[CH:7]=[CH:6][C:3]([CH:4]=[O:5])=[C:2]([S:12][CH3:11])[CH:9]=1. The catalyst class is: 11. (2) Reactant: [Cl:1][C:2]1[C:3]([F:42])=[C:4]([C@@H:8]2[C@:12]([C:15]3[CH:20]=[CH:19][C:18]([Cl:21])=[CH:17][C:16]=3[F:22])([C:13]#[N:14])[C@H:11]([CH2:23][C:24]([CH3:27])([CH3:26])[CH3:25])[NH:10][C@H:9]2[C:28]([NH:30][C:31]2[CH:39]=[CH:38][C:34]([C:35]([OH:37])=[O:36])=[CH:33][C:32]=2[O:40][CH3:41])=[O:29])[CH:5]=[CH:6][CH:7]=1.[CH3:43][O:44][CH2:45][CH2:46]O.[H-].[Na+]. Product: [Cl:1][C:2]1[C:3]([F:42])=[C:4]([C@@H:8]2[C@:12]([C:15]3[CH:20]=[CH:19][C:18]([Cl:21])=[CH:17][C:16]=3[F:22])([C:13]#[N:14])[C@H:11]([CH2:23][C:24]([CH3:26])([CH3:27])[CH3:25])[NH:10][C@H:9]2[C:28]([NH:30][C:31]2[CH:39]=[CH:38][C:34]([C:35]([O:37][CH2:46][CH2:45][O:44][CH3:43])=[O:36])=[CH:33][C:32]=2[O:40][CH3:41])=[O:29])[CH:5]=[CH:6][CH:7]=1. The catalyst class is: 7. (3) Reactant: [CH:1]1([NH:7][C:8]2[N:9]([C:17]3[CH:22]=[CH:21][CH:20]=[CH:19][CH:18]=3)[N:10]=[C:11]3[C:16]=2[CH:15]=[CH:14][CH:13]=[CH:12]3)[CH2:6][CH2:5][CH2:4][CH2:3][CH2:2]1.[CH2:23]([O:25][C:26](=[O:36])[C:27]1[CH:32]=[CH:31][C:30]([N:33]=[C:34]=[O:35])=[CH:29][CH:28]=1)[CH3:24]. Product: [CH2:23]([O:25][C:26](=[O:36])[C:27]1[CH:32]=[CH:31][C:30]([NH:33][C:34]([N:7]([CH:1]2[CH2:6][CH2:5][CH2:4][CH2:3][CH2:2]2)[C:8]2[N:9]([C:17]3[CH:18]=[CH:19][CH:20]=[CH:21][CH:22]=3)[N:10]=[C:11]3[C:16]=2[CH:15]=[CH:14][CH:13]=[CH:12]3)=[O:35])=[CH:29][CH:28]=1)[CH3:24]. The catalyst class is: 11.